From a dataset of Full USPTO retrosynthesis dataset with 1.9M reactions from patents (1976-2016). Predict the reactants needed to synthesize the given product. (1) Given the product [OH:27][C@@:26]([CH3:33])([CH2:30][OH:29])[CH2:25][O:24][C:16]1[CH:15]=[C:14]([OH:13])[CH:19]=[CH:18][C:17]=1[NH:20][C:21](=[O:23])[CH3:22], predict the reactants needed to synthesize it. The reactants are: O.C1(C)C=CC(S(O)(=O)=O)=CC=1.[OH:13][C:14]1[CH:19]=[CH:18][C:17]([NH:20][C:21](=[O:23])[CH3:22])=[C:16]([O:24][CH2:25][C@@:26]2([CH3:33])[CH2:30][O:29]C(C)(C)[O:27]2)[CH:15]=1. (2) The reactants are: [C:1]([C:5]1[N:6]=[C:7]2[C:12]([C:13]([F:16])([F:15])[F:14])=[CH:11][CH:10]=[CH:9][N:8]2[CH:17]=1)([CH3:4])([CH3:3])[CH3:2].I[C:19]1[CH:24]=[CH:23][CH:22]=[C:21]([O:25][C:26]2[CH:31]=[CH:30][CH:29]=[C:28]([S:32]([CH3:35])(=[O:34])=[O:33])[CH:27]=2)[CH:20]=1.C([O-])(=O)C.[K+]. Given the product [C:1]([C:5]1[N:6]=[C:7]2[C:12]([C:13]([F:16])([F:14])[F:15])=[CH:11][CH:10]=[CH:9][N:8]2[C:17]=1[C:23]1[CH:24]=[CH:19][CH:20]=[C:21]([O:25][C:26]2[CH:31]=[CH:30][CH:29]=[C:28]([S:32]([CH3:35])(=[O:34])=[O:33])[CH:27]=2)[CH:22]=1)([CH3:4])([CH3:2])[CH3:3], predict the reactants needed to synthesize it.